From a dataset of Forward reaction prediction with 1.9M reactions from USPTO patents (1976-2016). Predict the product of the given reaction. (1) Given the reactants [NH2:1][CH2:2][CH2:3][NH:4][C:5]1[N:10]2[N:11]=[C:12]([CH3:23])[C:13]([C:14]3[C:19]([CH3:20])=[CH:18][C:17]([Cl:21])=[CH:16][C:15]=3[CH3:22])=[C:9]2[N:8]=[C:7]([CH3:24])[CH:6]=1.[O:25]1[CH2:30][CH2:29][C:28](=O)[CH2:27][CH2:26]1.C(O[BH-](OC(=O)C)OC(=O)C)(=O)C.[Na+].C(O)(=O)C, predict the reaction product. The product is: [O:25]1[CH2:30][CH2:29][CH:28]([NH:1][CH2:2][CH2:3][NH:4][C:5]2[N:10]3[N:11]=[C:12]([CH3:23])[C:13]([C:14]4[C:15]([CH3:22])=[CH:16][C:17]([Cl:21])=[CH:18][C:19]=4[CH3:20])=[C:9]3[N:8]=[C:7]([CH3:24])[CH:6]=2)[CH2:27][CH2:26]1. (2) Given the reactants [NH2:1][CH2:2][C@@H:3]1[C@H:8]([CH3:9])[CH2:7][CH2:6][CH2:5][N:4]1[C:10]([C:12]1[CH:17]=[C:16]([CH3:18])[CH:15]=[CH:14][C:13]=1[N:19]1[CH:23]=[N:22][C:21]([C:24]([F:27])([F:26])[F:25])=[N:20]1)=[O:11].Br[C:29]1[CH:34]=[CH:33][C:32]([CH3:35])=[CH:31][N:30]=1, predict the reaction product. The product is: [CH3:9][C@@H:8]1[CH2:7][CH2:6][CH2:5][N:4]([C:10]([C:12]2[CH:17]=[C:16]([CH3:18])[CH:15]=[CH:14][C:13]=2[N:19]2[CH:23]=[N:22][C:21]([C:24]([F:27])([F:26])[F:25])=[N:20]2)=[O:11])[C@@H:3]1[CH2:2][NH:1][C:29]1[CH:34]=[CH:33][C:32]([CH3:35])=[CH:31][N:30]=1. (3) Given the reactants [OH:1][C:2]1[CH:7]=[CH:6][C:5]([C:8]2[CH:9]=[C:10]([C:17]([OH:19])=O)[C:11]3[CH:16]=[N:15][NH:14][C:12]=3[N:13]=2)=[CH:4][CH:3]=1.[NH2:20][CH:21]1[CH2:26][CH2:25][N:24](C(OC(C)(C)C)=O)[CH2:23][CH2:22]1.Cl.O, predict the reaction product. The product is: [NH:24]1[CH2:25][CH2:26][CH:21]([NH:20][C:17]([C:10]2[C:11]3[CH:16]=[N:15][NH:14][C:12]=3[N:13]=[C:8]([C:5]3[CH:4]=[CH:3][C:2]([OH:1])=[CH:7][CH:6]=3)[CH:9]=2)=[O:19])[CH2:22][CH2:23]1. (4) Given the reactants [Cl:1][C:2]1[S:6][C:5](/[CH:7]=[CH:8]/[S:9]([NH:12][C@H:13]2[CH2:17][CH2:16][N:15]([C:18]3[CH:19]=[CH:20][C:21]4[CH2:27][N:26](C(OC(C)(C)C)=O)[CH2:25][CH2:24][CH2:23][C:22]=4[CH:35]=3)[C:14]2=[O:36])(=[O:11])=[O:10])=[CH:4][CH:3]=1, predict the reaction product. The product is: [ClH:1].[Cl:1][C:2]1[S:6][C:5](/[CH:7]=[CH:8]/[S:9]([NH:12][C@H:13]2[CH2:17][CH2:16][N:15]([C:18]3[CH:19]=[CH:20][C:21]4[CH2:27][NH:26][CH2:25][CH2:24][CH2:23][C:22]=4[CH:35]=3)[C:14]2=[O:36])(=[O:10])=[O:11])=[CH:4][CH:3]=1. (5) Given the reactants F[P-](F)(F)(F)(F)F.CN(C(N1C2C(=NC=CC=2)[N+]([O-])=N1)=[N+](C)C)C.[F:25][C:26]1[CH:31]=[CH:30][CH:29]=[CH:28][C:27]=1[N:32]1[C:40]2[C:35](=[C:36]([N:41]3[CH2:48][C@@H:47]4[C@@H:43]([NH:44][CH2:45][CH2:46]4)[C:42]3=[O:49])[CH:37]=[CH:38][CH:39]=2)[CH:34]=[N:33]1.[OH:50][C@H:51]([CH3:56])[CH2:52][C:53](O)=[O:54].C(N(CC)CC)C, predict the reaction product. The product is: [F:25][C:26]1[CH:31]=[CH:30][CH:29]=[CH:28][C:27]=1[N:32]1[C:40]2[C:35](=[C:36]([N:41]3[CH2:48][C@@H:47]4[C@@H:43]([N:44]([C:53](=[O:54])[CH2:52][C@H:51]([OH:50])[CH3:56])[CH2:45][CH2:46]4)[C:42]3=[O:49])[CH:37]=[CH:38][CH:39]=2)[CH:34]=[N:33]1.